From a dataset of Full USPTO retrosynthesis dataset with 1.9M reactions from patents (1976-2016). Predict the reactants needed to synthesize the given product. (1) Given the product [CH3:10][O:9][C:7]([C:6]1[CH:5]=[CH:4][C:3]([CH2:2][O:1][C:13]([N:28]2[CH2:29][CH:30]([CH2:31][C:32]([CH3:34])([CH3:35])[CH3:33])[C:26]3([C:21]4[C:22](=[CH:23][C:18]([Cl:17])=[CH:19][CH:20]=4)[NH:24][C:25]3=[O:44])[CH:27]2[C:36]2[CH:41]=[CH:40][CH:39]=[C:38]([Cl:42])[C:37]=2[F:43])=[O:14])=[CH:12][CH:11]=1)=[O:8], predict the reactants needed to synthesize it. The reactants are: [OH:1][CH2:2][C:3]1[CH:12]=[CH:11][C:6]([C:7]([O:9][CH3:10])=[O:8])=[CH:5][CH:4]=1.[C:13](Cl)(Cl)=[O:14].[Cl:17][C:18]1[CH:23]=[C:22]2[NH:24][C:25](=[O:44])[C:26]3([CH:30]([CH2:31][C:32]([CH3:35])([CH3:34])[CH3:33])[CH2:29][NH:28][CH:27]3[C:36]3[CH:41]=[CH:40][CH:39]=[C:38]([Cl:42])[C:37]=3[F:43])[C:21]2=[CH:20][CH:19]=1.C(N(CC)CC)C. (2) Given the product [C:12]([O:11][C:9]([N:25]1[CH2:24][CH2:23][C:22]2[CH:28]=[CH:29][C:19]([N+:16]([O-:18])=[O:17])=[CH:20][C:21]=2[CH2:27][CH2:26]1)=[O:10])([CH3:13])([CH3:14])[CH3:15], predict the reactants needed to synthesize it. The reactants are: [C:12]([O:11][C:9](O[C:9]([O:11][C:12]([CH3:15])([CH3:14])[CH3:13])=[O:10])=[O:10])([CH3:15])([CH3:14])[CH3:13].[N+:16]([C:19]1[CH:29]=[CH:28][C:22]2[CH2:23][CH2:24][NH:25][CH2:26][CH2:27][C:21]=2[CH:20]=1)([O-:18])=[O:17]. (3) Given the product [C:9]([O:8][C:6](=[O:7])[CH2:5][C@H:4]([NH:13][C:14](=[O:40])[C:15]1[CH:16]=[CH:17][C:18]([C@H:21]2[CH2:26][CH2:25][CH2:24][C@H:23]([NH:27][C@@H:28]([C:30]3[C:39]4[C:34](=[CH:35][CH:36]=[CH:37][CH:38]=4)[CH:33]=[CH:32][CH:31]=3)[CH3:29])[CH2:22]2)=[CH:19][CH:20]=1)[C:3]([OH:41])=[O:2])([CH3:10])([CH3:11])[CH3:12], predict the reactants needed to synthesize it. The reactants are: C[O:2][C:3](=[O:41])[CH:4]([NH:13][C:14](=[O:40])[C:15]1[CH:20]=[CH:19][C:18]([CH:21]2[CH2:26][CH2:25][CH2:24][CH:23]([NH:27][CH:28]([C:30]3[C:39]4[C:34](=[CH:35][CH:36]=[CH:37][CH:38]=4)[CH:33]=[CH:32][CH:31]=3)[CH3:29])[CH2:22]2)=[CH:17][CH:16]=1)[CH2:5][C:6]([O:8][C:9]([CH3:12])([CH3:11])[CH3:10])=[O:7].COC(=O)[C@@H](NC(=O)C1C=CC([C@H]2CCC[C@H](N[C@@H](C3C4C(=CC=CC=4)C=CC=3)C)C2)=CC=1)CC(OC(C)(C)C)=O.